Dataset: Forward reaction prediction with 1.9M reactions from USPTO patents (1976-2016). Task: Predict the product of the given reaction. (1) Given the reactants Br[C:2]1[C:11]2[C:6](=[CH:7][CH:8]=[C:9]([O:12][CH3:13])[CH:10]=2)[C:5]([Cl:14])=[N:4][CH:3]=1.[Li]C(C)(C)C.CCCCC.[C:25](=[O:27])=[O:26].[OH-].[Na+], predict the reaction product. The product is: [Cl:14][C:5]1[C:6]2[C:11](=[CH:10][C:9]([O:12][CH3:13])=[CH:8][CH:7]=2)[C:2]([C:25]([OH:27])=[O:26])=[CH:3][N:4]=1. (2) Given the reactants [F:1][C:2]1[CH:17]=[CH:16][CH:15]=[CH:14][C:3]=1[NH:4][C:5]1[CH:10]=[CH:9][CH:8]=[CH:7][C:6]=1[N+:11]([O-])=O, predict the reaction product. The product is: [F:1][C:2]1[CH:17]=[CH:16][CH:15]=[CH:14][C:3]=1[NH:4][C:5]1[C:6]([NH2:11])=[CH:7][CH:8]=[CH:9][CH:10]=1. (3) Given the reactants [CH3:1][C:2]1[C:11]2[CH:10]=[N:9][C:8]([S:12][CH3:13])=[N:7][C:6]=2[CH:5]=[CH:4][N:3]=1.[O:14]1CCOCC1.[Se](=O)=O, predict the reaction product. The product is: [CH3:13][S:12][C:8]1[N:9]=[CH:10][C:11]2[C:2]([CH:1]=[O:14])=[N:3][CH:4]=[CH:5][C:6]=2[N:7]=1. (4) Given the reactants Br[C:2]1[C:6]([Br:7])=[C:5]([NH:8][C:9]([C@@H:11]2[CH2:13][C@H:12]2[CH3:14])=[O:10])[S:4][N:3]=1.[C:15]([O:19][C:20]([N:22]1[C:30]2[C:25](=[CH:26][C:27]([Sn](C)(C)C)=[CH:28][CH:29]=2)[CH:24]=[N:23]1)=[O:21])([CH3:18])([CH3:17])[CH3:16], predict the reaction product. The product is: [C:15]([O:19][C:20]([N:22]1[C:30]2[C:25](=[CH:26][C:27]([C:2]3[C:6]([Br:7])=[C:5]([NH:8][C:9]([C@@H:11]4[CH2:13][C@H:12]4[CH3:14])=[O:10])[S:4][N:3]=3)=[CH:28][CH:29]=2)[CH:24]=[N:23]1)=[O:21])([CH3:18])([CH3:16])[CH3:17]. (5) Given the reactants [CH:1]1([C:4]([C:6]2[N:11]=[C:10]3[NH:12][CH:13]=[CH:14][C:9]3=[CH:8][CH:7]=2)=[O:5])[CH2:3][CH2:2]1.[H-].[Na+].Br[CH2:18][CH2:19][O:20][C:21]1[CH:26]=[CH:25][C:24]([CH2:27][CH:28]([O:33][CH2:34][CH3:35])[C:29]([O:31][CH3:32])=[O:30])=[CH:23][CH:22]=1.[Cl-].[NH4+], predict the reaction product. The product is: [CH:1]1([C:4]([C:6]2[N:11]=[C:10]3[N:12]([CH2:18][CH2:19][O:20][C:21]4[CH:22]=[CH:23][C:24]([CH2:27][CH:28]([O:33][CH2:34][CH3:35])[C:29]([O:31][CH3:32])=[O:30])=[CH:25][CH:26]=4)[CH:13]=[CH:14][C:9]3=[CH:8][CH:7]=2)=[O:5])[CH2:2][CH2:3]1. (6) The product is: [CH3:15][C:13]1([CH3:16])[C:12]([CH3:18])([CH3:17])[O:11][B:10]([CH:8]2[CH2:9][CH:3]2[C:4]([F:7])([F:6])[F:5])[O:14]1. Given the reactants [N+](=[CH:3][C:4]([F:7])([F:6])[F:5])=[N-].[CH:8]([B:10]1[O:14][C:13]([CH3:16])([CH3:15])[C:12]([CH3:18])([CH3:17])[O:11]1)=[CH2:9], predict the reaction product. (7) The product is: [O:14]1[C:15]2[C:24]3[O:23][CH2:22][CH2:21][CH2:20][C:19]=3[CH:18]=[CH:17][C:16]=2[O:25][CH2:26][CH:13]1[CH2:12][N:33]1[CH2:34][CH:35]=[C:36]([C:39]2[C:47]3[C:42](=[CH:43][CH:44]=[CH:45][CH:46]=3)[NH:41][CH:40]=2)[CH2:37][CH2:38]1. Given the reactants CC1C=CC(S(O[CH2:12][C@H:13]2[CH2:26][O:25][C:16]3[CH:17]=[CH:18][C:19]4[CH2:20][CH2:21][CH2:22][O:23][C:24]=4[C:15]=3[O:14]2)(=O)=O)=CC=1.C(=O)([O-])[O-].[K+].[K+].[NH:33]1[CH2:38][CH:37]=[C:36]([C:39]2[C:47]3[C:42](=[CH:43][CH:44]=[CH:45][CH:46]=3)[NH:41][CH:40]=2)[CH2:35][CH2:34]1, predict the reaction product.